The task is: Predict which catalyst facilitates the given reaction.. This data is from Catalyst prediction with 721,799 reactions and 888 catalyst types from USPTO. (1) Reactant: [F:1][C:2]1[CH:3]=[C:4]([CH:8]=[CH:9][CH:10]=1)[C:5](O)=[O:6].Cl.[CH3:12][NH:13][O:14][CH3:15].Cl.CN(C)CCCN=C=NCC. Product: [F:1][C:2]1[CH:3]=[C:4]([CH:8]=[CH:9][CH:10]=1)[C:5]([N:13]([O:14][CH3:15])[CH3:12])=[O:6]. The catalyst class is: 4. (2) Reactant: C(OC(=O)[NH:10][C@H:11]([CH2:26][O:27][C:28]([CH3:31])([CH3:30])[CH3:29])[CH2:12][CH2:13][N:14]1[CH2:17][CH:16]([O:18][C:19]2[CH:24]=[CH:23][C:22]([F:25])=[CH:21][CH:20]=2)[CH2:15]1)C1C=CC=CC=1. Product: [C:28]([O:27][CH2:26][C@@H:11]([NH2:10])[CH2:12][CH2:13][N:14]1[CH2:15][CH:16]([O:18][C:19]2[CH:20]=[CH:21][C:22]([F:25])=[CH:23][CH:24]=2)[CH2:17]1)([CH3:31])([CH3:29])[CH3:30]. The catalyst class is: 5. (3) The catalyst class is: 351. Reactant: [CH:1]([O:4][C:5]1[C:12]([CH3:13])=[CH:11][C:8]([CH:9]=O)=[CH:7][C:6]=1[CH3:14])([CH3:3])[CH3:2].Cl.[NH2:16][OH:17].C([O-])([O-])=O.[Na+].[Na+]. Product: [CH:1]([O:4][C:5]1[C:12]([CH3:13])=[CH:11][C:8]([CH:9]=[N:16][OH:17])=[CH:7][C:6]=1[CH3:14])([CH3:3])[CH3:2]. (4) Reactant: [CH:1]1([N:6]2[C:11]([CH3:12])=[C:10]([C:13]3[CH:18]=[CH:17][CH:16]=[C:15]([CH:19]([F:21])[F:20])[CH:14]=3)[C:9](=[O:22])[C:8]([C:23](O)=[O:24])=[CH:7]2)[CH2:5][CH2:4][CH2:3][CH2:2]1.CN(C(ON1N=NC2C=CC=CC1=2)=[N+](C)C)C.F[P-](F)(F)(F)(F)F.CCN(C(C)C)C(C)C.[CH3:59][C:60]1[O:64][C:63]([CH2:65][NH2:66])=[N:62][N:61]=1. Product: [CH3:59][C:60]1[O:64][C:63]([CH2:65][NH:66][C:23]([C:8]2[C:9](=[O:22])[C:10]([C:13]3[CH:18]=[CH:17][CH:16]=[C:15]([CH:19]([F:20])[F:21])[CH:14]=3)=[C:11]([CH3:12])[N:6]([CH:1]3[CH2:2][CH2:3][CH2:4][CH2:5]3)[CH:7]=2)=[O:24])=[N:62][N:61]=1. The catalyst class is: 3. (5) Reactant: [CH3:1][O:2][C:3]([C:5]1[N:6]=[C:7]([NH:10][C:11](=[O:22])[C@@H:12]([NH2:21])[C@H:13]([C:15]2[CH:20]=[CH:19][CH:18]=[CH:17][CH:16]=2)[CH3:14])[S:8][CH:9]=1)=[O:4].[C:23]([O:27][C:28]([NH:30][C@H:31]([C:35]1[CH:44]=[CH:43][C:38]2[O:39][CH2:40][CH2:41][O:42][C:37]=2[CH:36]=1)[C:32](O)=[O:33])=[O:29])([CH3:26])([CH3:25])[CH3:24].N1(OC(N(C)C)=[N+](C)C)C2C=CC=CC=2N=N1.C(N(C(C)C)CC)(C)C.ON1C2C=CC=CC=2N=N1. Product: [CH3:1][O:2][C:3]([C:5]1[N:6]=[C:7]([NH:10][C:11](=[O:22])[C@@H:12]([NH:21][C:32](=[O:33])[C@H:31]([NH:30][C:28]([O:27][C:23]([CH3:25])([CH3:24])[CH3:26])=[O:29])[C:35]2[CH:44]=[CH:43][C:38]3[O:39][CH2:40][CH2:41][O:42][C:37]=3[CH:36]=2)[C@H:13]([C:15]2[CH:16]=[CH:17][CH:18]=[CH:19][CH:20]=2)[CH3:14])[S:8][CH:9]=1)=[O:4]. The catalyst class is: 42. (6) Reactant: [Br:1][C:2]1[CH:7]=[CH:6][C:5]([C:8](=O)[CH2:9][CH2:10][CH3:11])=[CH:4][CH:3]=1.[C:13]([NH2:17])([CH3:16])([CH3:15])[CH3:14]. Product: [Br:1][C:2]1[CH:7]=[CH:6][C:5]([C:8](=[N:17][C:13]([CH3:16])([CH3:15])[CH3:14])[CH2:9][CH2:10][CH3:11])=[CH:4][CH:3]=1. The catalyst class is: 388.